Dataset: Full USPTO retrosynthesis dataset with 1.9M reactions from patents (1976-2016). Task: Predict the reactants needed to synthesize the given product. (1) The reactants are: [N:1]1([C:7]([N:9]2[CH2:14][CH:13]([C:15]3[CH:20]=[CH:19][C:18]([C:21]([F:24])([F:23])[F:22])=[CH:17][CH:16]=3)[CH2:12][CH:11]([C:25](=[S:27])[NH2:26])[CH2:10]2)=[O:8])[CH2:6][CH2:5][O:4][CH2:3][CH2:2]1.Br[CH2:29][C:30](=O)[CH2:31][CH3:32]. Given the product [CH2:31]([C:30]1[N:26]=[C:25]([CH:11]2[CH2:12][CH:13]([C:15]3[CH:20]=[CH:19][C:18]([C:21]([F:22])([F:23])[F:24])=[CH:17][CH:16]=3)[CH2:14][N:9]([C:7]([N:1]3[CH2:6][CH2:5][O:4][CH2:3][CH2:2]3)=[O:8])[CH2:10]2)[S:27][CH:29]=1)[CH3:32], predict the reactants needed to synthesize it. (2) Given the product [Cl:3][C:4]1[CH:5]=[C:6]([C:10](=[O:16])[C:11]([OH:13])=[O:12])[CH:7]=[CH:8][CH:9]=1, predict the reactants needed to synthesize it. The reactants are: [OH-].[Na+].[Cl:3][C:4]1[CH:5]=[C:6]([C:10](=[O:16])[C:11]([O:13]CC)=[O:12])[CH:7]=[CH:8][CH:9]=1. (3) The reactants are: [CH3:1][C:2]1[C:7]([CH3:8])=[CH:6][C:5]([CH3:9])=[CH:4][C:3]=1[OH:10].Br[C:12]([CH3:18])([CH3:17])[C:13]([O:15][CH3:16])=[O:14].C(=O)([O-])[O-].[K+].[K+].O. Given the product [CH3:1][C:2]1[C:7]([CH3:8])=[CH:6][C:5]([CH3:9])=[CH:4][C:3]=1[O:10][C:12]([CH3:18])([CH3:17])[C:13]([O:15][CH3:16])=[O:14], predict the reactants needed to synthesize it. (4) Given the product [C:10]([C:3]1[CH:4]=[N:5][N:6]([CH:7]([CH3:9])[CH3:8])[C:2]=1[NH:1][C:19](=[O:20])[C:18]1[CH:17]=[CH:16][C:15]([N+:12]([O-:14])=[O:13])=[CH:23][CH:22]=1)#[N:11], predict the reactants needed to synthesize it. The reactants are: [NH2:1][C:2]1[N:6]([CH:7]([CH3:9])[CH3:8])[N:5]=[CH:4][C:3]=1[C:10]#[N:11].[N+:12]([C:15]1[CH:23]=[CH:22][C:18]([C:19](Cl)=[O:20])=[CH:17][CH:16]=1)([O-:14])=[O:13].C(N(CC)CC)C. (5) Given the product [CH2:1]([O:3][C:4]([C:6]1[CH:7]=[C:8]2[C:13](=[CH:14][CH:15]=1)[NH:12][CH:11]([C:16]1[CH:21]=[C:20]([F:22])[CH:19]=[C:18]([N:28]([CH3:29])[CH3:27])[CH:17]=1)[C:10]([CH3:25])([CH3:24])[CH2:9]2)=[O:5])[CH3:2], predict the reactants needed to synthesize it. The reactants are: [CH2:1]([O:3][C:4]([C:6]1[CH:7]=[C:8]2[C:13](=[CH:14][CH:15]=1)[NH:12][CH:11]([C:16]1[CH:21]=[C:20]([F:22])[CH:19]=[C:18](Br)[CH:17]=1)[C:10]([CH3:25])([CH3:24])[CH2:9]2)=[O:5])[CH3:2].Cl.[CH3:27][NH:28][CH3:29].[OH-].[K+].C(OCC)(=O)C.